Dataset: Reaction yield outcomes from USPTO patents with 853,638 reactions. Task: Predict the reaction yield, written as a fraction of the theoretical maximum amount of product (1.0 means a 100% yield; for example, 0.34 means a 34% yield). (1) The reactants are CC1(C)[O:6][CH:5]([CH2:7][O:8][C:9]2[CH:10]=[C:11]([C:15]3[NH:19][C:18]4[CH:20]=[CH:21][CH:22]=[C:23]([C:24]([NH:26][C:27]5[S:28][CH:29]=[CH:30][N:31]=5)=[O:25])[C:17]=4[N:16]=3)[CH:12]=[CH:13][CH:14]=2)[CH2:4][O:3]1.Cl. The catalyst is C1COCC1. The product is [OH:6][CH:5]([CH2:4][OH:3])[CH2:7][O:8][C:9]1[CH:10]=[C:11]([C:15]2[NH:19][C:18]3[CH:20]=[CH:21][CH:22]=[C:23]([C:24]([NH:26][C:27]4[S:28][CH:29]=[CH:30][N:31]=4)=[O:25])[C:17]=3[N:16]=2)[CH:12]=[CH:13][CH:14]=1. The yield is 0.860. (2) The catalyst is ClCCl. The reactants are [CH3:1][N:2]1[CH2:7][CH2:6][N:5]([CH2:8][C:9]2[CH:14]=[CH:13][C:12]([NH2:15])=[CH:11][CH:10]=2)[CH2:4][CH2:3]1.Cl[C:17]1([C:29]2[C:30]([O:35][CH2:36][CH3:37])=[N:31][CH:32]=[CH:33][CH:34]=2)[C:25]2[C:20](=[CH:21][CH:22]=[C:23]([C:26]#[N:27])[CH:24]=2)[NH:19][C:18]1=[O:28].CCN(C(C)C)C(C)C.C([O-])(O)=O.[Na+]. The product is [CH2:36]([O:35][C:30]1[C:29]([C:17]2([NH:15][C:12]3[CH:13]=[CH:14][C:9]([CH2:8][N:5]4[CH2:6][CH2:7][N:2]([CH3:1])[CH2:3][CH2:4]4)=[CH:10][CH:11]=3)[C:25]3[C:20](=[CH:21][CH:22]=[C:23]([C:26]#[N:27])[CH:24]=3)[NH:19][C:18]2=[O:28])=[CH:34][CH:33]=[CH:32][N:31]=1)[CH3:37]. The yield is 0.990. (3) The reactants are [F:1][C:2]1[CH:7]=[CH:6][CH:5]=[CH:4][C:3]=1[NH:8][C:9](=[O:14])[CH2:10][C:11](=[O:13])[CH3:12].[Br:15]Br. The catalyst is CC(O)=O. The product is [Br:15][CH2:12][C:11](=[O:13])[CH2:10][C:9]([NH:8][C:3]1[CH:4]=[CH:5][CH:6]=[CH:7][C:2]=1[F:1])=[O:14]. The yield is 0.680. (4) The yield is 0.950. The reactants are S(C1C=CC(C)=CC=1)([O-])(=O)=O.[CH3:12][O:13][C:14](=[O:24])[CH:15]=[CH:16][C:17]1[CH:22]=[CH:21][C:20](O)=[CH:19][CH:18]=1.C(=O)([O-])[O-].[K+].[K+]. The catalyst is CC(C)=O. The product is [CH3:12][O:13][C:14](=[O:24])[CH:15]=[CH:16][C:17]1[CH:18]=[CH:19][CH:20]=[CH:21][CH:22]=1. (5) The reactants are [O:1]1[C:6]2[CH:7]=[CH:8][C:9]([C:11]([C:13]3[CH:22]=[CH:21][C:16]4[O:17][CH2:18][CH2:19][O:20][C:15]=4[CH:14]=3)=O)=[CH:10][C:5]=2[O:4][CH2:3][CH2:2]1.C(OP([CH2:31][C:32]#[N:33])(=O)OCC)C.C[Si]([N-][Si](C)(C)C)(C)C.[Li+].O1C2C=CC(C(C3C=C(OC)C=C(OC)C=3)=CC#N)=CC=2OCC1. The catalyst is C1COCC1. The product is [O:1]1[C:6]2[CH:7]=[CH:8][C:9]([C:11]([C:13]3[CH:22]=[CH:21][C:16]4[O:17][CH2:18][CH2:19][O:20][C:15]=4[CH:14]=3)=[CH:31][C:32]#[N:33])=[CH:10][C:5]=2[O:4][CH2:3][CH2:2]1. The yield is 0.750. (6) The yield is 0.930. The catalyst is CS(C)=O.O. The product is [Br:1][C:2]1[C:3]2[CH:12]=[C:11]([C:13]([NH:24][CH2:25][CH3:26])=[O:15])[NH:10][C:4]=2[C:5](=[O:9])[N:6]([CH3:8])[CH:7]=1. The reactants are [Br:1][C:2]1[C:3]2[CH:12]=[C:11]([C:13]([OH:15])=O)[NH:10][C:4]=2[C:5](=[O:9])[N:6]([CH3:8])[CH:7]=1.CN(C(O[N:24]1N=N[C:26]2C=CC=N[C:25]1=2)=[N+](C)C)C.F[P-](F)(F)(F)(F)F.C(N(C(C)C)C(C)C)C.C(N)C.